Dataset: Forward reaction prediction with 1.9M reactions from USPTO patents (1976-2016). Task: Predict the product of the given reaction. (1) The product is: [Cl:16][C:17]1[N:22]=[CH:21][C:20]([S:23][C:2]2[S:6][C:5]([CH:7]=[O:8])=[CH:4][C:3]=2[C:9]2[C:10]([F:15])=[N:11][CH:12]=[CH:13][CH:14]=2)=[CH:19][CH:18]=1. Given the reactants Br[C:2]1[S:6][C:5]([CH:7]=[O:8])=[CH:4][C:3]=1[C:9]1[C:10]([F:15])=[N:11][CH:12]=[CH:13][CH:14]=1.[Cl:16][C:17]1[N:22]=[CH:21][C:20]([S-:23])=[CH:19][CH:18]=1.[Na+].C(=O)([O-])[O-].[K+].[K+], predict the reaction product. (2) Given the reactants C(S[C:4](=[O:20])[CH:5]([CH:11]1[CH2:19][CH2:18][C:13]2([O:17][CH2:16][CH2:15][O:14]2)[CH2:12]1)C(SCC)=O)C, predict the reaction product. The product is: [O:14]1[C:13]2([CH2:18][CH2:19][CH:11]([CH2:5][CH2:4][OH:20])[CH2:12]2)[O:17][CH2:16][CH2:15]1. (3) The product is: [Cl:8][C:9]1[CH:10]=[C:11]([C:19]2[S:23][C:22]([N:24]3[C:39]([CH3:40])=[C:27]4[CH2:28][NH:29][CH2:30][CH2:31][C:26]4=[N:25]3)=[N:21][N:20]=2)[CH:12]=[CH:13][C:14]=1[O:15][CH:16]([CH3:18])[CH3:17]. Given the reactants FC(F)(F)C(O)=O.[Cl:8][C:9]1[CH:10]=[C:11]([C:19]2[S:23][C:22]([N:24]3[C:39]([CH3:40])=[C:27]4[CH2:28][N:29](C(OC(C)(C)C)=O)[CH2:30][CH2:31][C:26]4=[N:25]3)=[N:21][N:20]=2)[CH:12]=[CH:13][C:14]=1[O:15][CH:16]([CH3:18])[CH3:17], predict the reaction product. (4) Given the reactants [CH2:1]([C:3]1[C:8](=[O:9])[NH:7][C:6]([CH3:10])=[C:5]([C:11]2[S:15][C:14]([S:16](Cl)(=[O:18])=[O:17])=[CH:13][CH:12]=2)[CH:4]=1)[CH3:2].[O:20]1[CH2:24][CH2:23][CH2:22][CH:21]1[CH2:25][NH2:26], predict the reaction product. The product is: [O:20]1[CH2:24][CH2:23][CH2:22][CH:21]1[CH2:25][NH:26][S:16]([C:14]1[S:15][C:11]([C:5]2[CH:4]=[C:3]([CH2:1][CH3:2])[C:8](=[O:9])[NH:7][C:6]=2[CH3:10])=[CH:12][CH:13]=1)(=[O:18])=[O:17].